This data is from Peptide-MHC class I binding affinity with 185,985 pairs from IEDB/IMGT. The task is: Regression. Given a peptide amino acid sequence and an MHC pseudo amino acid sequence, predict their binding affinity value. This is MHC class I binding data. (1) The MHC is H-2-Kd with pseudo-sequence H-2-Kd. The peptide sequence is PDLTQYAIIM. The binding affinity (normalized) is 0.214. (2) The peptide sequence is ATFSVPMEK. The MHC is HLA-A69:01 with pseudo-sequence HLA-A69:01. The binding affinity (normalized) is 0.0847. (3) The peptide sequence is MGCVVSWSGR. The MHC is HLA-A33:01 with pseudo-sequence HLA-A33:01. The binding affinity (normalized) is 0.719.